This data is from Peptide-MHC class II binding affinity with 134,281 pairs from IEDB. The task is: Regression. Given a peptide amino acid sequence and an MHC pseudo amino acid sequence, predict their binding affinity value. This is MHC class II binding data. (1) The peptide sequence is KDQCGLDEMAKNLCR. The MHC is DRB1_0101 with pseudo-sequence DRB1_0101. The binding affinity (normalized) is 0.132. (2) The peptide sequence is EREKSAAIDGEYRLK. The MHC is DRB1_0101 with pseudo-sequence DRB1_0101. The binding affinity (normalized) is 0.112. (3) The peptide sequence is IIYPGTLWCGHGNKSSGP. The MHC is DRB1_0401 with pseudo-sequence DRB1_0401. The binding affinity (normalized) is 0.175. (4) The peptide sequence is IRLKITDSGPRVPIG. The MHC is H-2-IAs with pseudo-sequence H-2-IAs. The binding affinity (normalized) is 0.313. (5) The peptide sequence is CAKFTCAKSMSLFEVKK. The MHC is DRB4_0103 with pseudo-sequence DRB4_0103. The binding affinity (normalized) is 0.699. (6) The peptide sequence is TSAVGAPTGATTAAA. The MHC is DRB3_0202 with pseudo-sequence DRB3_0202. The binding affinity (normalized) is 0. (7) The peptide sequence is SKGGMRNVFDEVIPT. The MHC is DRB1_0301 with pseudo-sequence DRB1_0301. The binding affinity (normalized) is 0.227.